Dataset: NCI-60 drug combinations with 297,098 pairs across 59 cell lines. Task: Regression. Given two drug SMILES strings and cell line genomic features, predict the synergy score measuring deviation from expected non-interaction effect. (1) Drug 1: CC1=C2C(C(=O)C3(C(CC4C(C3C(C(C2(C)C)(CC1OC(=O)C(C(C5=CC=CC=C5)NC(=O)C6=CC=CC=C6)O)O)OC(=O)C7=CC=CC=C7)(CO4)OC(=O)C)O)C)OC(=O)C. Drug 2: CC(C)(C1=NC(=CC=C1)N2C3=NC(=NC=C3C(=O)N2CC=C)NC4=CC=C(C=C4)N5CCN(CC5)C)O. Cell line: UACC62. Synergy scores: CSS=54.1, Synergy_ZIP=0.520, Synergy_Bliss=0.481, Synergy_Loewe=-5.74, Synergy_HSA=5.45. (2) Drug 1: C1=CC(=CC=C1CCC2=CNC3=C2C(=O)NC(=N3)N)C(=O)NC(CCC(=O)O)C(=O)O. Drug 2: CN(C(=O)NC(C=O)C(C(C(CO)O)O)O)N=O. Cell line: TK-10. Synergy scores: CSS=37.8, Synergy_ZIP=-0.0609, Synergy_Bliss=-2.41, Synergy_Loewe=-21.9, Synergy_HSA=-1.37.